This data is from Full USPTO retrosynthesis dataset with 1.9M reactions from patents (1976-2016). The task is: Predict the reactants needed to synthesize the given product. Given the product [CH3:49][O:50][C:51]1[CH:56]=[CH:55][C:54]([S:57]([NH:13][C:14]2[CH:15]=[C:16]([CH:21]=[CH:22][C:23]=2[NH:24][S:25]([C:28]2[CH:29]=[CH:30][C:31]([O:42][CH3:41])=[CH:32][CH:33]=2)(=[O:26])=[O:27])[C:17]([O:19][CH3:20])=[O:18])(=[O:59])=[O:58])=[CH:53][CH:52]=1, predict the reactants needed to synthesize it. The reactants are: [N+](C1C=CC(S([NH:13][C:14]2[CH:15]=[C:16]([CH:21]=[CH:22][C:23]=2[NH:24][S:25]([C:28]2[CH:33]=[CH:32][C:31]([N+]([O-])=O)=[CH:30][CH:29]=2)(=[O:27])=[O:26])[C:17]([O:19][CH3:20])=[O:18])(=O)=O)=CC=1)([O-])=O.NC1C=C(C=CC=1N)[C:41](OC)=[O:42].[CH3:49][O:50][C:51]1[CH:56]=[CH:55][C:54]([S:57](Cl)(=[O:59])=[O:58])=[CH:53][CH:52]=1.